From a dataset of Full USPTO retrosynthesis dataset with 1.9M reactions from patents (1976-2016). Predict the reactants needed to synthesize the given product. (1) Given the product [CH2:18]([O:17][C:15]([N:6]([CH2:5][C:4]([OH:20])=[O:3])[CH2:7][CH2:8][C:9]1[O:10][C:11]([CH3:14])=[CH:12][CH:13]=1)=[O:16])[CH3:19], predict the reactants needed to synthesize it. The reactants are: C([O:3][C:4](=[O:20])[CH2:5][N:6]([C:15]([O:17][CH2:18][CH3:19])=[O:16])[CH2:7][CH2:8][C:9]1[O:10][C:11]([CH3:14])=[CH:12][CH:13]=1)C.[OH-].[K+]. (2) Given the product [Si:1]([O:8][CH2:9][C:10]1[CH:11]=[C:12]2[C:17](=[N:18][C:19]=1[CH:20]([O:23][CH3:24])[O:21][CH3:22])[N:16]([C:25]([NH:41][C:38]1[CH:37]=[CH:36][C:35]([F:34])=[CH:40][N:39]=1)=[O:27])[CH2:15][CH2:14][CH2:13]2)([C:4]([CH3:7])([CH3:5])[CH3:6])([CH3:3])[CH3:2], predict the reactants needed to synthesize it. The reactants are: [Si:1]([O:8][CH2:9][C:10]1[CH:11]=[C:12]2[C:17](=[N:18][C:19]=1[CH:20]([O:23][CH3:24])[O:21][CH3:22])[N:16]([C:25]([O:27]C1C=CC=CC=1)=O)[CH2:15][CH2:14][CH2:13]2)([C:4]([CH3:7])([CH3:6])[CH3:5])([CH3:3])[CH3:2].[F:34][C:35]1[CH:36]=[CH:37][C:38]([NH2:41])=[N:39][CH:40]=1. (3) Given the product [N+:1]([C:4]1[CH:5]=[C:6]([CH2:10][CH2:11][OH:12])[CH:7]=[CH:8][CH:9]=1)([O-:3])=[O:2], predict the reactants needed to synthesize it. The reactants are: [N+:1]([C:4]1[CH:5]=[C:6]([CH2:10][C:11](O)=[O:12])[CH:7]=[CH:8][CH:9]=1)([O-:3])=[O:2].S(C)C.C(=O)(O)[O-].[Na+]. (4) Given the product [F:6][C:7]1[CH:8]=[C:9]2[C:13](=[CH:14][CH:15]=1)[N:12]([CH2:16][CH2:17][O:18][CH3:19])[CH:11]=[C:10]2[C:20]([OH:23])=[O:21], predict the reactants needed to synthesize it. The reactants are: S(=O)(=O)(O)N.[F:6][C:7]1[CH:8]=[C:9]2[C:13](=[CH:14][CH:15]=1)[N:12]([CH2:16][CH2:17][O:18][CH3:19])[CH:11]=[C:10]2[CH:20]=[O:21].Cl([O-])=[O:23].[Na+].S(S([O-])=O)([O-])(=O)=O.[Na+].[Na+].C(=O)(O)[O-].[Na+]. (5) Given the product [CH3:20][CH2:19][CH2:18][CH2:23][CH2:22][CH2:7][CH3:8].[CH:7]([O:6][CH:23]([CH3:22])[CH3:18])([CH3:8])[CH3:32], predict the reactants needed to synthesize it. The reactants are: C(N1[CH2:8][CH2:7][O:6]CC1)C.CN(C(ON1N=N[C:19]2[CH:20]=C[CH:22]=[CH:23][C:18]1=2)=[N+](C)C)C.[B-](F)(F)(F)F.O.[CH3:32]N(C=O)C. (6) Given the product [CH3:21][O:20][C:13]1[CH:14]=[C:15]([O:18][CH3:19])[CH:16]=[CH:17][C:12]=1[CH2:11][N:9]1[CH2:10][C:6]2[C:5]([F:23])=[C:4]([NH:24][C@@H:25]3[CH2:30][CH2:29][O:28][CH2:27][C@@H:26]3[NH:31][C:32](=[O:38])[O:33][C:34]([CH3:37])([CH3:36])[CH3:35])[N:3]=[C:2]([C:47]3[S:48][C:49]([CH3:52])=[CH:50][CH:51]=3)[C:7]=2[C:8]1=[O:22], predict the reactants needed to synthesize it. The reactants are: Cl[C:2]1[C:7]2[C:8](=[O:22])[N:9]([CH2:11][C:12]3[CH:17]=[CH:16][C:15]([O:18][CH3:19])=[CH:14][C:13]=3[O:20][CH3:21])[CH2:10][C:6]=2[C:5]([F:23])=[C:4]([NH:24][C@@H:25]2[CH2:30][CH2:29][O:28][CH2:27][C@@H:26]2[NH:31][C:32](=[O:38])[O:33][C:34]([CH3:37])([CH3:36])[CH3:35])[N:3]=1.CC1(C)C(C)(C)OB([C:47]2[S:48][C:49]([CH3:52])=[CH:50][CH:51]=2)O1. (7) Given the product [NH2:9][C:7]1[CH:6]=[C:5]([N:12]2[C:16](=[O:17])[N:15]([CH3:18])[N:14]=[N:13]2)[CH:4]=[C:3]([CH:8]=1)[C:1]#[N:2], predict the reactants needed to synthesize it. The reactants are: [C:1]([C:3]1[CH:4]=[C:5]([N:12]2[C:16](=[O:17])[N:15]([CH3:18])[N:14]=[N:13]2)[CH:6]=[C:7]([N+:9]([O-])=O)[CH:8]=1)#[N:2]. (8) Given the product [C:29]([OH:36])(=[O:35])/[CH:30]=[CH:31]/[C:32]([OH:34])=[O:33].[CH2:31]([C:5]([CH3:4])([NH2:28])[CH2:6][CH2:7][CH2:8][CH2:9][CH2:10][O:11][C:12]1[CH:17]=[CH:16][C:15]([C:18]([C:20]2[CH:21]=[CH:22][C:23]([Br:26])=[CH:24][CH:25]=2)=[O:19])=[C:14]([F:27])[CH:13]=1)[CH:30]=[CH2:29], predict the reactants needed to synthesize it. The reactants are: C([CH2:4][CH:5]([NH2:28])[CH2:6][CH2:7][CH2:8][CH2:9][CH2:10][O:11][C:12]1[CH:17]=[CH:16][C:15]([C:18]([C:20]2[CH:25]=[CH:24][C:23]([Br:26])=[CH:22][CH:21]=2)=[O:19])=[C:14]([F:27])[CH:13]=1)C=C.[C:29]([OH:36])(=[O:35])/[CH:30]=[CH:31]/[C:32]([OH:34])=[O:33]. (9) Given the product [NH2:16][C:12]1[CH:13]=[C:14]2[C:9](=[CH:10][CH:11]=1)[N:8]([CH2:19][C:20]1[CH:25]=[CH:24][C:23]([O:26][CH3:27])=[CH:22][CH:21]=1)[C:7](=[O:28])[CH:6]([CH2:5][CH2:4][CH2:3][N:2]([CH3:29])[CH3:1])[CH2:15]2, predict the reactants needed to synthesize it. The reactants are: [CH3:1][N:2]([CH3:29])[CH2:3][CH2:4][CH2:5][CH:6]1[CH2:15][C:14]2[C:9](=[CH:10][CH:11]=[C:12]([N+:16]([O-])=O)[CH:13]=2)[N:8]([CH2:19][C:20]2[CH:25]=[CH:24][C:23]([O:26][CH3:27])=[CH:22][CH:21]=2)[C:7]1=[O:28].O.NN.N. (10) Given the product [CH3:32][C:13]1([C:17]([O:19][CH2:20][CH3:21])=[O:18])[CH2:14][CH2:15][CH2:16][N:11]([C:22]([O:24][CH2:25][C:26]2[CH:31]=[CH:30][CH:29]=[CH:28][CH:27]=2)=[O:23])[CH2:12]1, predict the reactants needed to synthesize it. The reactants are: C[Si]([N-][Si](C)(C)C)(C)C.[Li+].[N:11]1([C:22]([O:24][CH2:25][C:26]2[CH:31]=[CH:30][CH:29]=[CH:28][CH:27]=2)=[O:23])[CH2:16][CH2:15][CH2:14][CH:13]([C:17]([O:19][CH2:20][CH3:21])=[O:18])[CH2:12]1.[CH3:32]I.[Cl-].[NH4+].